Dataset: Reaction yield outcomes from USPTO patents with 853,638 reactions. Task: Predict the reaction yield, written as a fraction of the theoretical maximum amount of product (1.0 means a 100% yield; for example, 0.34 means a 34% yield). (1) The reactants are [CH2:1]1[CH:9]2[N:4]([CH2:5][CH:6]=[C:7]([C:10]3[C:18]4[C:13](=[CH:14][CH:15]=[C:16]([N+:19]([O-])=O)[CH:17]=4)[NH:12][CH:11]=3)[CH2:8]2)[CH2:3][CH2:2]1.O.NN. The catalyst is CO.[Ni]. The yield is 0.810. The product is [CH2:1]1[CH:9]2[N:4]([CH2:5][CH:6]=[C:7]([C:10]3[C:18]4[C:13](=[CH:14][CH:15]=[C:16]([NH2:19])[CH:17]=4)[NH:12][CH:11]=3)[CH2:8]2)[CH2:3][CH2:2]1. (2) The yield is 0.630. The reactants are [CH3:1][O:2][C:3](=[O:26])[CH:4]([NH:8][S:9]([C:12]1[CH:17]=[CH:16][C:15]([O:18][CH2:19][C:20]2[CH:25]=[CH:24][CH:23]=[CH:22][CH:21]=2)=[CH:14][CH:13]=1)(=[O:11])=[O:10])[CH:5](O)[CH3:6].C1(P(C2C=CC=CC=2)C2C=CC=CC=2)C=CC=CC=1.CCOC(/N=N/C(OCC)=O)=O. The product is [CH3:1][O:2][C:3]([CH:4]1[CH:5]([CH3:6])[N:8]1[S:9]([C:12]1[CH:17]=[CH:16][C:15]([O:18][CH2:19][C:20]2[CH:25]=[CH:24][CH:23]=[CH:22][CH:21]=2)=[CH:14][CH:13]=1)(=[O:11])=[O:10])=[O:26]. The catalyst is O1CCCC1. (3) The yield is 0.470. The product is [Cl:11][C:12]1[CH:13]=[C:14]([C:32]2[CH:37]=[CH:36][CH:35]=[C:34]([S:38]([CH3:41])(=[O:40])=[O:39])[CH:33]=2)[CH:15]=[CH:16][C:17]=1[N:18]1[CH:22]=[C:21]([CH:23]=[O:24])[N:20]=[C:19]1[C:25]1[CH:30]=[CH:29][CH:28]=[CH:27][C:26]=1[Cl:31]. The catalyst is ClCCl.C(OCC)(=O)C. The reactants are C(Cl)(=O)C(Cl)=O.CS(C)=O.[Cl:11][C:12]1[CH:13]=[C:14]([C:32]2[CH:37]=[CH:36][CH:35]=[C:34]([S:38]([CH3:41])(=[O:40])=[O:39])[CH:33]=2)[CH:15]=[CH:16][C:17]=1[N:18]1[CH:22]=[C:21]([CH2:23][OH:24])[N:20]=[C:19]1[C:25]1[CH:30]=[CH:29][CH:28]=[CH:27][C:26]=1[Cl:31].C(N(CC)CC)C. (4) The reactants are [CH2:1]([Mg]Br)[CH2:2][CH2:3][CH2:4][CH2:5][CH2:6][CH2:7][CH3:8].Br[C:12]1[C:21]2[C:16](=[CH:17][CH:18]=[CH:19][CH:20]=2)[CH:15]=[CH:14][CH:13]=1. The catalyst is Cl[Ni]1(Cl)[P](C2C=CC=CC=2)(C2C=CC=CC=2)CCC[P]1(C1C=CC=CC=1)C1C=CC=CC=1.[Cl-].[Zn+2].[Cl-].C1COCC1. The product is [CH2:1]([C:20]1[C:21]2[C:16](=[CH:15][CH:14]=[CH:13][CH:12]=2)[CH:17]=[CH:18][CH:19]=1)[CH2:2][CH2:3][CH2:4][CH2:5][CH2:6][CH2:7][CH3:8]. The yield is 0.930. (5) The product is [Cl:25][C:19]1[CH:20]=[C:21]([F:24])[CH:22]=[C:23]2[C:18]=1[NH:17][C:16]([CH3:30])=[CH:15]2. The reactants are C(N1C(=O)C=CC([C:15]2[C:23]3[C:18](=[C:19]([Cl:25])[CH:20]=[C:21]([F:24])[CH:22]=3)[N:17](CC(O)=O)[C:16]=2[CH3:30])=N1)C1C=CC=CC=1.ClC1C=C(F)C=CC=1N.N1C2C(=CC=CC=2)C=C1. No catalyst specified. The yield is 0.310. (6) The reactants are [CH3:1][P:2]([O:6][CH3:7])([O:4][CH3:5])=[O:3].[Li]CCCC.[CH:13]1([C:19](OCC)=[O:20])[CH2:18][CH2:17][CH2:16][CH2:15][CH2:14]1. The catalyst is C1COCC1. The product is [CH:13]1([C:19](=[O:20])[CH2:1][P:2](=[O:3])([O:6][CH3:7])[O:4][CH3:5])[CH2:18][CH2:17][CH2:16][CH2:15][CH2:14]1. The yield is 0.830.